Dataset: Forward reaction prediction with 1.9M reactions from USPTO patents (1976-2016). Task: Predict the product of the given reaction. (1) Given the reactants [CH3:1][C:2]1[CH:10]=[CH:9][C:5]2[N:6]=[CH:7][NH:8][C:4]=2[CH:3]=1.[N+:11]([O-])([OH:13])=[O:12], predict the reaction product. The product is: [CH3:1][C:2]1[C:10]([N+:11]([O-:13])=[O:12])=[CH:9][C:5]2[N:6]=[CH:7][NH:8][C:4]=2[CH:3]=1. (2) Given the reactants [OH:1][C:2]1[C:20]([C:21]([F:24])([F:23])[F:22])=[CH:19][C:5]([C:6]([N:8]2[C:12]3[CH:13]=[CH:14][CH:15]=[CH:16][C:11]=3[S:10](=[O:18])(=[O:17])[CH2:9]2)=[O:7])=[CH:4][C:3]=1[C:25]([N:27]1[CH2:31][CH2:30][S:29][CH2:28]1)=[O:26].[OH:32]OS([O-])=O.[K+].Cl, predict the reaction product. The product is: [OH:1][C:2]1[C:20]([C:21]([F:24])([F:23])[F:22])=[CH:19][C:5]([C:6]([N:8]2[C:12]3[CH:13]=[CH:14][CH:15]=[CH:16][C:11]=3[S:10](=[O:18])(=[O:17])[CH2:9]2)=[O:7])=[CH:4][C:3]=1[C:25]([N:27]1[CH2:31][CH2:30][S:29](=[O:32])[CH2:28]1)=[O:26]. (3) Given the reactants [NH2:1][CH2:2][CH2:3][O:4][C:5]1[CH:10]=[CH:9][C:8]([OH:11])=[CH:7][CH:6]=1.[ClH:12].[H][H], predict the reaction product. The product is: [ClH:12].[NH2:1][CH2:2][CH2:3][O:4][C:5]1[CH:10]=[CH:9][C:8]([OH:11])=[CH:7][CH:6]=1. (4) Given the reactants [CH3:1][C:2]1[C:6]([CH:7]=[O:8])=[CH:5][NH:4][N:3]=1.[H-].[Na+].Cl[C:12]1[CH:17]=[CH:16][N:15]=[C:14]([NH:18][C:19]2[CH:20]=[C:21]3[C:25](=[CH:26][CH:27]=2)[N:24]([CH3:28])[CH:23]=[C:22]3[C:29](=[O:33])[CH:30]([CH3:32])[CH3:31])[N:13]=1.O, predict the reaction product. The product is: [C:29]([C:22]1[C:21]2[C:25](=[CH:26][CH:27]=[C:19]([NH:18][C:14]3[N:15]=[C:16]([N:4]4[CH:5]=[C:6]([CH:7]=[O:8])[C:2]([CH3:1])=[N:3]4)[CH:17]=[CH:12][N:13]=3)[CH:20]=2)[N:24]([CH3:28])[CH:23]=1)(=[O:33])[CH:30]([CH3:32])[CH3:31]. (5) Given the reactants [OH:1][C:2]1[CH:11]=[C:10]([O:12][C:13](=[O:16])[CH2:14][CH3:15])[CH:9]=[C:8]2[C:3]=1[C:4]([CH2:18][CH2:19][CH3:20])=[CH:5][C:6](=[O:17])[O:7]2.C([O-])([O-])=O.[K+].[K+].Cl[C:28]([CH3:32])([CH3:31])[C:29]#[CH:30], predict the reaction product. The product is: [CH3:31][C:28]1([CH3:32])[O:1][C:2]2[C:3]3[C:4]([CH2:18][CH2:19][CH3:20])=[CH:5][C:6](=[O:17])[O:7][C:8]=3[CH:9]=[C:10]([O:12][C:13](=[O:16])[CH2:14][CH3:15])[C:11]=2[CH:30]=[CH:29]1. (6) Given the reactants COC1C=CC=CC=1N1CC[N:12]([C:15]([C:17]2[O:18][C:19]3[C:24]([C:25](=[O:27])[CH:26]=2)=[CH:23][CH:22]=[CH:21][C:20]=3[N:28]2[CH2:33][CH2:32][N:31]([CH3:34])[CH2:30][CH2:29]2)=[O:16])CC1.CN([C:38]([O:42]N1N=NC2C=CC=CC1=2)=[N+](C)C)C.[B-](F)(F)(F)F.ON1C2C=CC=CC=2N=N1.[N:67]1([C:73]2[CH:79]=[CH:78][C:76](N)=[CH:75][CH:74]=2)[CH2:72][CH2:71][O:70][CH2:69][CH2:68]1, predict the reaction product. The product is: [N:67]1([C:73]2[CH:79]=[CH:78][C:76]([NH:12][C:15]([C:17]3[O:18][C:19]4[C:24]([C:25](=[O:27])[CH:26]=3)=[CH:23][C:22]([O:42][CH3:38])=[CH:21][C:20]=4[N:28]3[CH2:29][CH2:30][N:31]([CH3:34])[CH2:32][CH2:33]3)=[O:16])=[CH:75][CH:74]=2)[CH2:72][CH2:71][O:70][CH2:69][CH2:68]1.